This data is from Reaction yield outcomes from USPTO patents with 853,638 reactions. The task is: Predict the reaction yield, written as a fraction of the theoretical maximum amount of product (1.0 means a 100% yield; for example, 0.34 means a 34% yield). (1) The reactants are [C:1]([O:11][CH3:12])(=[O:10])[CH:2]=[CH:3][C:4]1[CH:9]=[CH:8][CH:7]=[CH:6][CH:5]=1.[N+:13]([CH3:16])([O-:15])=[O:14]. No catalyst specified. The product is [CH3:12][O:11][C:1](=[O:10])[CH2:2][CH:3]([C:4]1[CH:5]=[CH:6][CH:7]=[CH:8][CH:9]=1)[CH2:16][N+:13]([O-:15])=[O:14]. The yield is 0.590. (2) The reactants are [O:1]1[C:5]2([CH2:9][CH2:8][O:7][CH2:6]2)[CH2:4][C:3]([C:10]2[CH:11]=[CH:12][C:13]([O:17][CH3:18])=[C:14]([OH:16])[CH:15]=2)=[N:2]1.[I-].[K+].C(=O)([O-])[O-].[K+].[K+].[CH2:27](Br)[CH3:28]. The catalyst is CN(C)C=O.O. The product is [CH2:27]([O:16][C:14]1[CH:15]=[C:10]([C:3]2[CH2:4][C:5]3([CH2:9][CH2:8][O:7][CH2:6]3)[O:1][N:2]=2)[CH:11]=[CH:12][C:13]=1[O:17][CH3:18])[CH3:28]. The yield is 0.900. (3) The reactants are [Cl:1][CH2:2][C:3]1[CH:4]=[C:5]([CH:9]=[CH:10][N:11]=1)[C:6]([OH:8])=O.CN(C(ON1N=NC2C=CC=NC1=2)=[N+](C)C)C.F[P-](F)(F)(F)(F)F.C(N(C(C)C)C(C)C)C.[O:45]1[CH2:50][CH2:49][O:48][CH2:47][CH:46]1[C:51]1[C:59]2[S:58][C:57]([NH2:60])=[N:56][C:55]=2[C:54]([O:61][CH3:62])=[CH:53][CH:52]=1.C(=O)(O)[O-].[Na+]. The catalyst is C1COCC1. The product is [Cl:1][CH2:2][C:3]1[CH:4]=[C:5]([CH:9]=[CH:10][N:11]=1)[C:6]([NH:60][C:57]1[S:58][C:59]2[C:51]([CH:46]3[CH2:47][O:48][CH2:49][CH2:50][O:45]3)=[CH:52][CH:53]=[C:54]([O:61][CH3:62])[C:55]=2[N:56]=1)=[O:8]. The yield is 0.480. (4) The reactants are [C:1]([O:5][C:6]([N:8]1[CH2:12][CH2:11][CH:10]([OH:13])[CH2:9]1)=[O:7])([CH3:4])([CH3:3])[CH3:2].C1(P(C2C=CC=CC=2)C2C=CC=CC=2)C=CC=CC=1.C([O:40][C:41](=[O:49])[C:42]1[CH:47]=[CH:46][C:45](O)=[CH:44][CH:43]=1)C1C=CC=CC=1.CCOC(/N=N/C(OCC)=O)=O. The catalyst is C1COCC1. The product is [C:1]([O:5][C:6]([N:8]1[CH2:12][CH2:11][CH:10]([O:13][C:45]2[CH:46]=[CH:47][C:42]([C:41]([OH:49])=[O:40])=[CH:43][CH:44]=2)[CH2:9]1)=[O:7])([CH3:4])([CH3:2])[CH3:3]. The yield is 0.690. (5) The reactants are [C:1]([O:5][C:6]([N:8]1[CH2:13][CH2:12][CH:11]([CH2:14][O:15]S(C)(=O)=O)[CH2:10][CH2:9]1)=[O:7])([CH3:4])([CH3:3])[CH3:2].C(=O)([O-])[O-].[K+].[K+].O.[C:27]([O:30][CH2:31]C)(=[O:29])[CH3:28]. The catalyst is CN(C)C=O.C(OC)(=O)C1C(=CC=CC=1)O.[I-].C([N+](CCCC)(CCCC)CCCC)CCC. The product is [C:1]([O:5][C:6]([N:8]1[CH2:13][CH2:12][CH:11]([CH2:14][O:15][C:13]2[CH:12]=[CH:11][CH:10]=[CH:9][C:28]=2[C:27]([O:30][CH3:31])=[O:29])[CH2:10][CH2:9]1)=[O:7])([CH3:4])([CH3:3])[CH3:2]. The yield is 0.650. (6) The reactants are [NH2:1][C:2]1[C:7]2[N:8]([CH2:21][CH2:22][OH:23])[C:9]([CH:11]([C:13]3[CH:18]=[CH:17][C:16]([Cl:19])=[CH:15][C:14]=3[Cl:20])[OH:12])=[N:10][C:6]=2[CH:5]=[CH:4][CH:3]=1.[CH:24](=O)[CH3:25].[C:27](O[BH-](OC(=O)C)OC(=O)C)(=O)[CH3:28].[Na+]. The catalyst is CO.C(O)(=O)C.C(=O)([O-])O.[Na+].O. The product is [Cl:20][C:14]1[CH:15]=[C:16]([Cl:19])[CH:17]=[CH:18][C:13]=1[CH:11]([OH:12])[C:9]1[N:8]([CH2:21][CH2:22][OH:23])[C:7]2[C:2]([N:1]([CH2:24][CH3:25])[CH2:27][CH3:28])=[CH:3][CH:4]=[CH:5][C:6]=2[N:10]=1. The yield is 0.990. (7) The reactants are [CH3:1][C:2]1([C:17]2[CH:18]=[C:19]([NH2:23])[CH:20]=[CH:21][CH:22]=2)[CH:7]2[CH:3]1[CH2:4][N:5]([CH2:8][CH2:9][CH2:10][C:11]1[CH:16]=[CH:15][CH:14]=[CH:13][CH:12]=1)[CH2:6]2.[CH3:24][O:25][CH2:26][CH2:27][S:28](Cl)(=[O:30])=[O:29].O.ClCCl. The catalyst is N1C=CC=CC=1. The product is [CH3:1][C:2]1([C:17]2[CH:18]=[C:19]([NH:23][S:28]([CH2:27][CH2:26][O:25][CH3:24])(=[O:30])=[O:29])[CH:20]=[CH:21][CH:22]=2)[CH:3]2[CH:7]1[CH2:6][N:5]([CH2:8][CH2:9][CH2:10][C:11]1[CH:16]=[CH:15][CH:14]=[CH:13][CH:12]=1)[CH2:4]2. The yield is 0.0100. (8) The reactants are [Br:1][C:2]1[CH:11]=[C:10]2[C:5]([C:6]([C:16]([O:18][CH3:19])=[O:17])=[CH:7][C:8](C(OC)=O)=[N:9]2)=[CH:4][CH:3]=1.[OH-].[Na+].S(Cl)(Cl)=O. The catalyst is CCO.O.C1COCC1. The product is [Br:1][C:2]1[CH:11]=[C:10]2[C:5]([C:6]([C:16]([O:18][CH3:19])=[O:17])=[CH:7][CH:8]=[N:9]2)=[CH:4][CH:3]=1. The yield is 0.520. (9) The reactants are [H-].[Na+].[CH3:3][N:4]1[CH:8]=[N:7][C:6]([C:9]([O-:11])=[O:10])=[N:5]1.[CH3:12][Si:13]([CH2:16][CH2:17][O:18]CCl)([CH3:15])[CH3:14].[CH3:21]N(C=O)C. No catalyst specified. The product is [CH3:21][O:10][C:9]([C:6]1[N:7]=[CH:8][N:4]([CH2:3][O:18][CH2:17][CH2:16][Si:13]([CH3:15])([CH3:14])[CH3:12])[N:5]=1)=[O:11]. The yield is 0.410. (10) The reactants are [CH3:1][N:2]([CH3:24])[CH2:3][CH2:4][C:5]1[S:9][C:8]2[CH:10]=[CH:11][CH:12]=[CH:13][C:7]=2[C:6]=1[C:14]([C:17]1[CH:22]=[CH:21][C:20]([F:23])=[CH:19][N:18]=1)(O)[CH3:15].CS(O)(=O)=O.[NH4+].[OH-]. The catalyst is C(Cl)Cl. The product is [F:23][C:20]1[CH:21]=[CH:22][C:17]([C:14]([C:6]2[C:7]3[CH:13]=[CH:12][CH:11]=[CH:10][C:8]=3[S:9][C:5]=2[CH2:4][CH2:3][N:2]([CH3:1])[CH3:24])=[CH2:15])=[N:18][CH:19]=1. The yield is 0.590.